From a dataset of Catalyst prediction with 721,799 reactions and 888 catalyst types from USPTO. Predict which catalyst facilitates the given reaction. (1) Reactant: C(OC([N:8]1[C@@H:16]2[C@H:11]([C@H:12]([CH2:18][C:19]3[CH:24]=[CH:23][C:22]([NH:25][C:26]([O:28][CH2:29][C:30]4[CH:35]=[CH:34][CH:33]=[CH:32][CH:31]=4)=[O:27])=[C:21]([F:36])[CH:20]=3)[CH2:13][S@:14](=[O:17])[CH2:15]2)[O:10]C1(C)C)=O)(C)(C)C. Product: [CH2:29]([O:28][C:26](=[O:27])[NH:25][C:22]1[CH:23]=[CH:24][C:19]([CH2:18][C@H:12]2[C@H:11]([OH:10])[C@@H:16]([NH2:8])[CH2:15][S@@:14](=[O:17])[CH2:13]2)=[CH:20][C:21]=1[F:36])[C:30]1[CH:35]=[CH:34][CH:33]=[CH:32][CH:31]=1. The catalyst class is: 2. (2) Reactant: F[C:2]1[CH:7]=[CH:6][C:5]([N+:8]([O-:10])=[O:9])=[CH:4][CH:3]=1.[Na].[NH:12]1[CH:17]=[CH:16][N:15]=[CH:14][C:13]1=[O:18].C([O-])([O-])=O.[Cs+].[Cs+]. Product: [N+:8]([C:5]1[CH:6]=[CH:7][C:2]([N:12]2[CH:17]=[CH:16][N:15]=[CH:14][C:13]2=[O:18])=[CH:3][CH:4]=1)([O-:10])=[O:9]. The catalyst class is: 18. (3) Reactant: Cl[C:2]1[N:11]=[C:10]([C:12]2[CH:17]=[CH:16][C:15]([O:18][CH3:19])=[CH:14][CH:13]=2)[CH:9]=[C:8]2[C:3]=1[CH:4]=[CH:5][C:6]([C:20]([F:23])([F:22])[F:21])=[N:7]2.[NH2:24][CH2:25][CH2:26][CH2:27][NH2:28]. Product: [NH2:24][CH2:25][CH2:26][CH2:27][NH:28][C:2]1[N:11]=[C:10]([C:12]2[CH:17]=[CH:16][C:15]([O:18][CH3:19])=[CH:14][CH:13]=2)[CH:9]=[C:8]2[C:3]=1[CH:4]=[CH:5][C:6]([C:20]([F:23])([F:22])[F:21])=[N:7]2. The catalyst class is: 11. (4) Reactant: [C:1]([C:4]1[CH:5]=[CH:6][C:7]([O:30][CH3:31])=[C:8]([CH2:10][CH2:11][N:12]2[CH2:17][CH2:16][CH:15]([N:18]3[C:26]4[C:21](=[CH:22][CH:23]=[C:24]([C:27]([NH2:29])=[O:28])[CH:25]=4)[CH:20]=[CH:19]3)[CH2:14][CH2:13]2)[CH:9]=1)(=[O:3])[CH3:2].[CH3:32][Li]. Product: [OH:3][C:1]([C:4]1[CH:5]=[CH:6][C:7]([O:30][CH3:31])=[C:8]([CH2:10][CH2:11][N:12]2[CH2:13][CH2:14][CH:15]([N:18]3[C:26]4[C:21](=[CH:22][CH:23]=[C:24]([C:27]([NH2:29])=[O:28])[CH:25]=4)[CH:20]=[CH:19]3)[CH2:16][CH2:17]2)[CH:9]=1)([CH3:32])[CH3:2]. The catalyst class is: 7. (5) Product: [CH2:13]([C:17]1[N:21]([CH2:22][C:23]2[CH:24]=[CH:25][C:26]([C:29]3[CH:34]=[CH:33][CH:32]=[CH:31][C:30]=3[C:35]3[NH:3][C:4](=[O:7])[O:5][N:36]=3)=[CH:27][CH:28]=2)[C:20](=[O:37])[N:19]([C:38]2[CH:39]=[CH:40][C:41]3[O:45][C:44]([CH3:47])([CH3:46])[CH2:43][C:42]=3[CH:48]=2)[N:18]=1)[CH2:14][CH2:15][CH3:16]. The catalyst class is: 13. Reactant: [Cl-].O[NH3+:3].[C:4](=[O:7])([O-])[OH:5].[Na+].CS(C)=O.[CH2:13]([C:17]1[N:21]([CH2:22][C:23]2[CH:28]=[CH:27][C:26]([C:29]3[C:30]([C:35]#[N:36])=[CH:31][CH:32]=[CH:33][CH:34]=3)=[CH:25][CH:24]=2)[C:20](=[O:37])[N:19]([C:38]2[CH:39]=[CH:40][C:41]3[O:45][C:44]([CH3:47])([CH3:46])[CH2:43][C:42]=3[CH:48]=2)[N:18]=1)[CH2:14][CH2:15][CH3:16].